The task is: Predict which catalyst facilitates the given reaction.. This data is from Catalyst prediction with 721,799 reactions and 888 catalyst types from USPTO. Reactant: [CH3:1][C:2]1[CH:3]=[C:4]([C:16](=[O:18])[CH3:17])[CH:5]=[CH:6][C:7]=1[O:8][CH2:9][C:10]1[CH:15]=[CH:14][CH:13]=[CH:12][CH:11]=1.[H-].[Na+].[CH3:21][O:22][CH2:23][CH2:24][O:25][C:26]1[CH:35]=[CH:34][CH:33]=[CH:32][C:27]=1[C:28](OC)=[O:29].Cl. Product: [CH3:21][O:22][CH2:23][CH2:24][O:25][C:26]1[CH:35]=[CH:34][CH:33]=[CH:32][C:27]=1[C:28](=[O:29])[CH2:17][C:16]([C:4]1[CH:5]=[CH:6][C:7]([O:8][CH2:9][C:10]2[CH:11]=[CH:12][CH:13]=[CH:14][CH:15]=2)=[C:2]([CH3:1])[CH:3]=1)=[O:18]. The catalyst class is: 30.